The task is: Binary Classification. Given a miRNA mature sequence and a target amino acid sequence, predict their likelihood of interaction.. This data is from Experimentally validated miRNA-target interactions with 360,000+ pairs, plus equal number of negative samples. (1) The miRNA is cel-miR-250-3p with sequence AAUCACAGUCAACUGUUGGC. The protein sequence of the target gene is MAQEKMDLDFEADTSEGATLRRSNSAPLIHVLSDLSQVFEPYPLRTGRTSTAIMSHHSLEEGLDMMNRETTNEREAQAGMQISQSWDESLSLSDSDFDKPEKLYSPKRIDFTPVSPAPSPTRGFGKQCLSPSLQMFVSSSGMPPSPVLNPRHFSRRSQSPVKCIRPSVLGPLKRKGEMEMESQPKRPFQGTTSMLSTNPAQLSDFSSCSDILDGSSISSGLSSDSLATGSAPAESPVACSNSCSPFILMDDLSPK. Result: 0 (no interaction). (2) The miRNA is mmu-miR-505-5p with sequence GGGAGCCAGGAAGUAUUGAUGUU. The protein sequence of the target gene is MFHSPRRLCSALLQRDAPGLRRLPAPGLRRPLSPPAAVPRPASPRLLAAASAASGAARSCSRTVCSMGTGTSRLYSALAKTLNSSAASQHPEYLVSPDPEHLEPIDPKELLEECRAVLHTRPPRFQRDFVDLRTDCPSTHPPIRVMQWNILAQALGEGKDNFVQCPVEALKWEERKCLILEEILAYQPDILCLQEVDHYFDTFQPLLSRLGYQGTFFPKPWSPCLDVEHNNGPDGCALFFLQNRFKLVNSANIRLTAMTLKTNQVAIAQTLECKESGRQFCIAVTHLKARTGWERFRSAQ.... Result: 0 (no interaction). (3) The miRNA is hsa-miR-6857-5p with sequence UUGGGGAUUGGGUCAGGCCAGU. The protein sequence of the target gene is MAAETQTLNFGPEWLRALSSGGSITSPPLSPALPKYKLADYRYGREEMLALFLKDNKIPSDLLDKEFLPILQEEPLPPLALVPFTEEEQRNFSMSVNSAAVLRLTGRGGGGTVVGAPRGRSSSRGRGRGRGECGFYQRSFDEVEGVFGRGGGREMHRSQSWEERGDRRFEKPGRKDVGRPNFEEGGPTSVGRKHEFIRSESENWRIFREEQNGEDEDGGWRLAGSRRDGERWRPHSPDGPRSAGWREHMERRRRFEFDFRDRDDERGYRRVRSGSGSIDDDRDSLPEWCLEDAEEEMGTF.... Result: 0 (no interaction).